From a dataset of NCI-60 drug combinations with 297,098 pairs across 59 cell lines. Regression. Given two drug SMILES strings and cell line genomic features, predict the synergy score measuring deviation from expected non-interaction effect. Drug 1: CC1CCC2CC(C(=CC=CC=CC(CC(C(=O)C(C(C(=CC(C(=O)CC(OC(=O)C3CCCCN3C(=O)C(=O)C1(O2)O)C(C)CC4CCC(C(C4)OC)OCCO)C)C)O)OC)C)C)C)OC. Drug 2: CS(=O)(=O)CCNCC1=CC=C(O1)C2=CC3=C(C=C2)N=CN=C3NC4=CC(=C(C=C4)OCC5=CC(=CC=C5)F)Cl. Cell line: KM12. Synergy scores: CSS=-0.305, Synergy_ZIP=6.51, Synergy_Bliss=10.3, Synergy_Loewe=1.02, Synergy_HSA=1.79.